From a dataset of Catalyst prediction with 721,799 reactions and 888 catalyst types from USPTO. Predict which catalyst facilitates the given reaction. (1) Reactant: [Br:1][C:2]1[CH:9]=[CH:8][C:5]([CH:6]=O)=[C:4]([CH3:10])[CH:3]=1.[N:11]1([C:17]([O:19][C:20]([CH3:23])([CH3:22])[CH3:21])=[O:18])[CH2:16][CH2:15][NH:14][CH2:13][CH2:12]1.C(N(CC)CC)C.C(O[BH-](OC(=O)C)OC(=O)C)(=O)C.[Na+]. Product: [Br:1][C:2]1[CH:9]=[CH:8][C:5]([CH2:6][N:14]2[CH2:13][CH2:12][N:11]([C:17]([O:19][C:20]([CH3:23])([CH3:22])[CH3:21])=[O:18])[CH2:16][CH2:15]2)=[C:4]([CH3:10])[CH:3]=1. The catalyst class is: 26. (2) Reactant: Br[C:2]1[CH:7]=[CH:6][C:5]([C:8]([CH2:24][CH3:25])=[C:9]([C:17]2[CH:22]=[CH:21][C:20]([F:23])=[CH:19][CH:18]=2)[C:10]2[CH:15]=[CH:14][C:13]([F:16])=[CH:12][CH:11]=2)=[CH:4][CH:3]=1.CCN(CC)CC.[C:33]([O:37][C:38]([CH3:41])([CH3:40])[CH3:39])(=[O:36])[CH:34]=[CH2:35]. Product: [CH2:24]([C:8]([C:5]1[CH:4]=[CH:3][C:2](/[CH:35]=[CH:34]/[C:33]([O:37][C:38]([CH3:41])([CH3:40])[CH3:39])=[O:36])=[CH:7][CH:6]=1)=[C:9]([C:17]1[CH:22]=[CH:21][C:20]([F:23])=[CH:19][CH:18]=1)[C:10]1[CH:11]=[CH:12][C:13]([F:16])=[CH:14][CH:15]=1)[CH3:25]. The catalyst class is: 3. (3) Reactant: [C:1]([C:5]1[O:9][N:8]=[C:7]([NH:10][C:11]([NH:13][C:14]2[CH:19]=[CH:18][CH:17]=[C:16]([SH:20])[CH:15]=2)=[O:12])[CH:6]=1)([CH3:4])([CH3:3])[CH3:2].Cl[C:22]1[C:31]2[C:26](=[CH:27][C:28]([O:34][CH2:35][CH2:36][O:37][CH3:38])=[C:29]([O:32][CH3:33])[CH:30]=2)[N:25]=[CH:24][N:23]=1.C([O-])([O-])=O.[Cs+].[Cs+]. Product: [C:1]([C:5]1[O:9][N:8]=[C:7]([NH:10][C:11]([NH:13][C:14]2[CH:19]=[CH:18][CH:17]=[C:16]([S:20][C:22]3[C:31]4[C:26](=[CH:27][C:28]([O:34][CH2:35][CH2:36][O:37][CH3:38])=[C:29]([O:32][CH3:33])[CH:30]=4)[N:25]=[CH:24][N:23]=3)[CH:15]=2)=[O:12])[CH:6]=1)([CH3:4])([CH3:2])[CH3:3]. The catalyst class is: 32. (4) Reactant: [NH2:1][CH2:2][C:3]([CH3:6])([OH:5])[CH3:4].Cl[C:8]1[C:17]2[C:12](=[CH:13][CH:14]=[CH:15][N:16]=2)[N:11]=[CH:10][C:9]=1[N+:18]([O-:20])=[O:19].O. Product: [CH3:4][C:3]([OH:5])([CH3:6])[CH2:2][NH:1][C:8]1[C:17]2[C:12](=[CH:13][CH:14]=[CH:15][N:16]=2)[N:11]=[CH:10][C:9]=1[N+:18]([O-:20])=[O:19]. The catalyst class is: 4. (5) Product: [CH3:1][C:2]([CH3:27])([CH3:26])[CH:3]([C:4]1[CH:9]=[CH:8][CH:7]=[CH:6][N:5]=1)[NH2:10]. Reactant: [CH3:1][C:2]([CH3:27])([CH3:26])[C@H:3]([NH:10]C(=O)[C@](OC)(C1C=CC=CC=1)C(F)(F)F)[C:4]1[CH:9]=[CH:8][CH:7]=[CH:6][N:5]=1.CC(C)(C)[C@@H](NC(=O)[C@](OC)(C1C=CC=CC=1)C(F)(F)F)C1C=CC=CN=1.Br. The catalyst class is: 6. (6) Reactant: Br[C:2]1[C:12]2[O:11][CH2:10][CH2:9][N:8]([C:13]([O:15][C:16]([CH3:19])([CH3:18])[CH3:17])=[O:14])[CH2:7][C:6]=2[CH:5]=[CH:4][CH:3]=1.[CH2:20](O)[CH3:21].C(=O)([O-])[O-].[Na+].[Na+].O. Product: [CH:21]12[CH2:20][CH:3]([CH2:4][CH2:5]1)[CH:2]=[C:12]2[C:2]1[C:12]2[O:11][CH2:10][CH2:9][N:8]([C:13]([O:15][C:16]([CH3:19])([CH3:18])[CH3:17])=[O:14])[CH2:7][C:6]=2[CH:5]=[CH:4][CH:3]=1. The catalyst class is: 109.